From a dataset of Forward reaction prediction with 1.9M reactions from USPTO patents (1976-2016). Predict the product of the given reaction. (1) The product is: [F:1][C:2]1[CH:3]=[C:4]2[C:8](=[CH:9][CH:10]=1)[NH:7][C:6]([CH2:11][CH2:12][CH2:13][N:15]1[CH2:20][CH:19]3[CH:17]([C:18]3([C:22]3[CH:23]=[C:24]([NH:28][S:29]([CH3:32])(=[O:31])=[O:30])[CH:25]=[CH:26][CH:27]=3)[CH3:21])[CH2:16]1)=[C:5]2[CH3:33]. Given the reactants [F:1][C:2]1[CH:3]=[C:4]2[C:8](=[CH:9][CH:10]=1)[NH:7][C:6]([CH2:11][CH2:12][C:13]([N:15]1[CH2:20][CH:19]3[CH:17]([C:18]3([C:22]3[CH:23]=[C:24]([NH:28][S:29]([CH3:32])(=[O:31])=[O:30])[CH:25]=[CH:26][CH:27]=3)[CH3:21])[CH2:16]1)=O)=[C:5]2[CH3:33].[H-].[Al+3].[Li+].[H-].[H-].[H-].O.C(=O)([O-])O.[Na+], predict the reaction product. (2) Given the reactants [Br:1][C:2]1[CH:3]=[C:4]2[CH:10]=[CH:9][NH:8][C:5]2=[N:6][CH:7]=1.[S:11](Cl)([C:14]1[CH:20]=[CH:19][C:17]([CH3:18])=[CH:16][CH:15]=1)(=[O:13])=[O:12].[OH-].[Na+].C1(C)C=CC=CC=1, predict the reaction product. The product is: [Br:1][C:2]1[CH:3]=[C:4]2[CH:10]=[CH:9][N:8]([S:11]([C:14]3[CH:20]=[CH:19][C:17]([CH3:18])=[CH:16][CH:15]=3)(=[O:13])=[O:12])[C:5]2=[N:6][CH:7]=1.